Predict the product of the given reaction. From a dataset of Forward reaction prediction with 1.9M reactions from USPTO patents (1976-2016). (1) Given the reactants [CH2:1]([O:8][C:9](=[O:26])[C:10]1[CH:15]=[C:14]([CH:16]=O)[CH:13]=[CH:12][C:11]=1[O:18][CH2:19][C:20]1[CH:25]=[CH:24][CH:23]=[CH:22][CH:21]=1)[C:2]1[CH:7]=[CH:6][CH:5]=[CH:4][CH:3]=1.Cl.NO.C[N:31]1CCCC1=O.Cl, predict the reaction product. The product is: [CH2:1]([O:8][C:9](=[O:26])[C:10]1[CH:15]=[C:14]([C:16]#[N:31])[CH:13]=[CH:12][C:11]=1[O:18][CH2:19][C:20]1[CH:25]=[CH:24][CH:23]=[CH:22][CH:21]=1)[C:2]1[CH:7]=[CH:6][CH:5]=[CH:4][CH:3]=1. (2) Given the reactants CO[C:3](=[O:22])[C:4]1[CH:9]=[C:8]([C:10]2[N:11]([CH:15]([CH3:17])[CH3:16])[N:12]=[CH:13][CH:14]=2)[C:7]([CH:18]([F:20])[F:19])=[CH:6][C:5]=1[NH2:21].CC[N:25]([CH2:28]C)CC.[CH3:30][S:31]([NH:34]N)(=[O:33])=[O:32].[OH-:36].[Na+], predict the reaction product. The product is: [F:20][CH:18]([F:19])[C:7]1[CH:6]=[C:5]2[C:4]([C:3](=[O:22])[N:25]([NH:34][S:31]([CH3:30])(=[O:33])=[O:32])[C:28](=[O:36])[NH:21]2)=[CH:9][C:8]=1[C:10]1[N:11]([CH:15]([CH3:16])[CH3:17])[N:12]=[CH:13][CH:14]=1. (3) Given the reactants [CH:1]1[C:13]2[CH:12]([CH2:14][O:15][C:16]([N:18]3[CH2:23][C@@H:22]([C:24](=[O:44])[N:25]([CH:41]4[CH2:43][CH2:42]4)[CH2:26][C:27]4[C:35]5[C:30](=[CH:31][CH:32]=[CH:33][CH:34]=5)[N:29]([CH2:36][CH2:37][CH2:38][O:39][CH3:40])[CH:28]=4)[CH2:21][C@@H:20]([NH:45]C(OC(C)(C)C)=O)[CH2:19]3)=[O:17])[C:11]3[C:6](=[CH:7][CH:8]=[CH:9][CH:10]=3)[C:5]=2[CH:4]=[CH:3][CH:2]=1.C1(NCC2C3C(=CC=CC=3)N(CCCOC)C=2)CC1.N1C(C)=CC=CC=1C.FC(F)(F)S(O[Si](C)(C)C)(=O)=O, predict the reaction product. The product is: [CH:10]1[C:11]2[CH:12]([CH2:14][O:15][C:16]([N:18]3[CH2:23][C@@H:22]([C:24](=[O:44])[N:25]([CH:41]4[CH2:43][CH2:42]4)[CH2:26][C:27]4[C:35]5[C:30](=[CH:31][CH:32]=[CH:33][CH:34]=5)[N:29]([CH2:36][CH2:37][CH2:38][O:39][CH3:40])[CH:28]=4)[CH2:21][C@@H:20]([NH2:45])[CH2:19]3)=[O:17])[C:13]3[C:5](=[CH:4][CH:3]=[CH:2][CH:1]=3)[C:6]=2[CH:7]=[CH:8][CH:9]=1. (4) Given the reactants [F:1][C:2]1[CH:3]=[C:4]([C:12]2[N:13]([C:17]([O:19][C:20]([CH3:23])([CH3:22])[CH3:21])=[O:18])[CH:14]=[CH:15][CH:16]=2)[CH:5]=[CH:6][C:7]=1[C:8]([O:10][CH3:11])=[O:9], predict the reaction product. The product is: [F:1][C:2]1[CH:3]=[C:4]([CH:12]2[CH2:16][CH2:15][CH2:14][N:13]2[C:17]([O:19][C:20]([CH3:23])([CH3:22])[CH3:21])=[O:18])[CH:5]=[CH:6][C:7]=1[C:8]([O:10][CH3:11])=[O:9]. (5) The product is: [CH2:1]([O:4][C:5](=[O:30])[NH:6][C:7]1[CH:12]=[CH:11][CH:10]=[C:9]([C:13]2[N:14]=[C:15]([C:25]([CH3:28])([CH3:27])[CH3:26])[S:16][C:17]=2[C:18]2[CH:23]=[CH:22][N:21]=[C:20]([NH2:31])[N:19]=2)[C:8]=1[F:29])[CH:2]=[CH2:3]. Given the reactants [CH2:1]([O:4][C:5](=[O:30])[NH:6][C:7]1[CH:12]=[CH:11][CH:10]=[C:9]([C:13]2[N:14]=[C:15]([C:25]([CH3:28])([CH3:27])[CH3:26])[S:16][C:17]=2[C:18]2[CH:23]=[CH:22][N:21]=[C:20](Cl)[N:19]=2)[C:8]=1[F:29])[CH:2]=[CH2:3].[NH3:31].CO, predict the reaction product. (6) Given the reactants [CH3:1][S:2]([C:5]1[CH:6]=[C:7]([C:11]2[CH:16]=[CH:15][CH:14]=[C:13]([CH2:17][NH:18][S:19]([CH:22]([CH3:24])[CH3:23])(=[O:21])=[O:20])[CH:12]=2)[CH:8]=[CH:9][CH:10]=1)(=[O:4])=[O:3].I[CH2:26][CH2:27][CH3:28].C(=O)([O-])[O-].[Cs+].[Cs+], predict the reaction product. The product is: [CH3:1][S:2]([C:5]1[CH:6]=[C:7]([C:11]2[CH:16]=[CH:15][CH:14]=[C:13]([CH2:17][N:18]([CH2:26][CH2:27][CH3:28])[S:19]([CH:22]([CH3:24])[CH3:23])(=[O:20])=[O:21])[CH:12]=2)[CH:8]=[CH:9][CH:10]=1)(=[O:3])=[O:4]. (7) Given the reactants [N:1]1[C:10]2[C:5](=[CH:6][C:7]([C:11]([O:13]C)=O)=[CH:8][CH:9]=2)[CH:4]=[CH:3][CH:2]=1.[NH3:15], predict the reaction product. The product is: [N:1]1[C:10]2[C:5](=[CH:6][C:7]([C:11]([NH2:15])=[O:13])=[CH:8][CH:9]=2)[CH:4]=[CH:3][CH:2]=1.